Dataset: Full USPTO retrosynthesis dataset with 1.9M reactions from patents (1976-2016). Task: Predict the reactants needed to synthesize the given product. (1) Given the product [C:20]([O:24][C:25](=[O:49])[CH2:26][CH2:27][N:28]([C:42]([O:44][C:45]([CH3:48])([CH3:47])[CH3:46])=[O:43])[CH2:29][C:30](=[O:31])[N:32]1[C:40]2[C:35](=[CH:36][C:37]([O:15][CH2:14][C:11]3[CH:12]=[CH:13][C:8]([O:1][C:2]4[CH:7]=[CH:6][CH:5]=[CH:4][CH:3]=4)=[C:9]([C:16]([F:17])([F:18])[F:19])[CH:10]=3)=[CH:38][CH:39]=2)[CH2:34][CH2:33]1)([CH3:23])([CH3:22])[CH3:21], predict the reactants needed to synthesize it. The reactants are: [O:1]([C:8]1[CH:13]=[CH:12][C:11]([CH2:14][OH:15])=[CH:10][C:9]=1[C:16]([F:19])([F:18])[F:17])[C:2]1[CH:7]=[CH:6][CH:5]=[CH:4][CH:3]=1.[C:20]([O:24][C:25](=[O:49])[CH2:26][CH2:27][N:28]([C:42]([O:44][C:45]([CH3:48])([CH3:47])[CH3:46])=[O:43])[CH2:29][C:30]([N:32]1[C:40]2[C:35](=[CH:36][C:37](O)=[CH:38][CH:39]=2)[CH2:34][CH2:33]1)=[O:31])([CH3:23])([CH3:22])[CH3:21].C1(P(C2C=CC=CC=2)C2C=CC=CC=2)C=CC=CC=1.CCOC(/N=N/C(OCC)=O)=O. (2) Given the product [F:19][C:20]([F:34])([F:35])[C:21]1[CH:22]=[C:23]([NH:31][C:32](=[S:33])[NH:1][C:2]2[CH:3]=[C:4]([CH:14]=[CH:15][C:16]=2[O:17][CH3:18])[C:5]([NH:7][C:8]2[CH:13]=[CH:12][CH:11]=[CH:10][CH:9]=2)=[O:6])[CH:24]=[C:25]([C:27]([F:29])([F:30])[F:28])[CH:26]=1, predict the reactants needed to synthesize it. The reactants are: [NH2:1][C:2]1[CH:3]=[C:4]([CH:14]=[CH:15][C:16]=1[O:17][CH3:18])[C:5]([NH:7][C:8]1[CH:13]=[CH:12][CH:11]=[CH:10][CH:9]=1)=[O:6].[F:19][C:20]([F:35])([F:34])[C:21]1[CH:22]=[C:23]([N:31]=[C:32]=[S:33])[CH:24]=[C:25]([C:27]([F:30])([F:29])[F:28])[CH:26]=1. (3) Given the product [CH2:26]([O:28][C:29](=[O:30])[CH2:31][CH2:32][C:33]1[CH:38]=[CH:37][C:36]([C:2]2[CH:7]=[CH:6][C:5]([C:8]3[O:12][N:11]=[C:10]([CH3:13])[C:9]=3[NH:14][CH:15]([CH3:25])[CH2:16][CH2:17][C:18]3[CH:23]=[CH:22][CH:21]=[C:20]([Cl:24])[CH:19]=3)=[CH:4][CH:3]=2)=[CH:35][CH:34]=1)[CH3:27], predict the reactants needed to synthesize it. The reactants are: Br[C:2]1[CH:7]=[CH:6][C:5]([C:8]2[O:12][N:11]=[C:10]([CH3:13])[C:9]=2[NH:14][CH:15]([CH3:25])[CH2:16][CH2:17][C:18]2[CH:23]=[CH:22][CH:21]=[C:20]([Cl:24])[CH:19]=2)=[CH:4][CH:3]=1.[CH2:26]([O:28][C:29]([CH2:31][CH2:32][C:33]1[CH:38]=[CH:37][C:36](B(O)O)=[CH:35][CH:34]=1)=[O:30])[CH3:27]. (4) Given the product [ClH:7].[NH2:35][CH2:34][CH2:33][CH2:32][NH:31][C:29](=[O:30])[C:25]1[CH:26]=[CH:27][CH:28]=[C:23]([C:19]2[C:17]3[CH:18]=[C:14]([CH2:13][C:12]4[CH:43]=[CH:44][CH:45]=[C:10]([C:9]([F:8])([F:46])[F:47])[CH:11]=4)[O:15][C:16]=3[CH:22]=[CH:21][CH:20]=2)[CH:24]=1, predict the reactants needed to synthesize it. The reactants are: C(OCC)(=O)C.[ClH:7].[F:8][C:9]([F:47])([F:46])[C:10]1[CH:11]=[C:12]([CH:43]=[CH:44][CH:45]=1)[CH2:13][C:14]1[O:15][C:16]2[CH:22]=[CH:21][CH:20]=[C:19]([C:23]3[CH:24]=[C:25]([C:29]([NH:31][CH2:32][CH2:33][CH2:34][NH:35]C(=O)OC(C)(C)C)=[O:30])[CH:26]=[CH:27][CH:28]=3)[C:17]=2[CH:18]=1. (5) Given the product [NH2:31][C:27]1[N:26]=[C:25]2[NH:24][N:23]=[C:22]([CH2:21][N:15]3[C:16]4[C:12](=[C:11]([O:10][C:8]5[CH:7]=[C:4]([CH:3]=[C:2]([Cl:1])[CH:9]=5)[C:5]#[N:6])[C:19]([Cl:20])=[CH:18][CH:17]=4)[CH:13]=[N:14]3)[C:30]2=[CH:29][CH:28]=1, predict the reactants needed to synthesize it. The reactants are: [Cl:1][C:2]1[CH:3]=[C:4]([CH:7]=[C:8]([O:10][C:11]2[C:19]([Cl:20])=[CH:18][CH:17]=[C:16]3[C:12]=2[CH:13]=[N:14][N:15]3[CH2:21][C:22]2[C:30]3[C:25](=[N:26][C:27]([NH:31]CC4C=CC(OC)=CC=4)=[CH:28][CH:29]=3)[N:24](CC3C=CC(OC)=CC=3)[N:23]=2)[CH:9]=1)[C:5]#[N:6]. (6) Given the product [C:1]([C:5]1([C:11]([NH:18][C:19]2[CH:27]=[CH:26][C:22]([CH2:23][C:24]#[N:25])=[CH:21][CH:20]=2)=[O:13])[CH2:6][CH2:7][CH2:8][CH2:9][CH2:10]1)([CH3:2])([CH3:3])[CH3:4], predict the reactants needed to synthesize it. The reactants are: [C:1]([C:5]1([C:11]([OH:13])=O)[CH2:10][CH2:9][CH2:8][CH2:7][CH2:6]1)([CH3:4])([CH3:3])[CH3:2].S(Cl)(Cl)=O.[NH2:18][C:19]1[CH:27]=[CH:26][C:22]([CH2:23][C:24]#[N:25])=[CH:21][CH:20]=1.C(N(CC)CC)C. (7) Given the product [F:1][C:2]1[CH:3]=[CH:4][C:5]([NH:14][C:15]2[C:23]3[C:18](=[CH:19][N:20]=[CH:21][CH:22]=3)[O:17][C:16]=2[C:24]2[N:25]=[CH:26][CH:27]=[CH:28][N:29]=2)=[C:6]2[C:10]=1[NH:9][N:8]=[CH:7]2, predict the reactants needed to synthesize it. The reactants are: [F:1][C:2]1[C:10]2[C:6](=[CH:7][N:8](COC)[N:9]=2)[C:5]([NH:14][C:15]2[C:23]3[C:18](=[CH:19][N:20]=[CH:21][CH:22]=3)[O:17][C:16]=2[C:24]2[N:29]=[CH:28][CH:27]=[CH:26][N:25]=2)=[CH:4][CH:3]=1. (8) Given the product [Cl:42][C:36]1[S:35][C:34]([S:31](=[O:33])(=[O:32])[NH:30][CH2:29][CH2:28][N:27]([CH3:48])[CH3:26])=[CH:38][C:37]=1[NH:39][C:12]([C:11]1[CH:10]=[N:9][N:8]2[C:3]([CH:2]([F:25])[F:1])=[CH:4][C:5]([C:15]3[CH:16]=[CH:17][C:18]([C:21]([F:23])([F:22])[F:24])=[CH:19][CH:20]=3)=[N:6][C:7]=12)=[O:13], predict the reactants needed to synthesize it. The reactants are: [F:1][CH:2]([F:25])[C:3]1[N:8]2[N:9]=[CH:10][C:11]([C:12](O)=[O:13])=[C:7]2[N:6]=[C:5]([C:15]2[CH:20]=[CH:19][C:18]([C:21]([F:24])([F:23])[F:22])=[CH:17][CH:16]=2)[CH:4]=1.[CH3:26][N:27]([CH3:48])[CH2:28][CH2:29][N:30](CCN(C)C)[S:31]([C:34]1[S:35][C:36]([Cl:42])=[C:37]([N+:39]([O-])=O)[CH:38]=1)(=[O:33])=[O:32]. (9) Given the product [CH:1]([O:4][C:5]1[CH:13]=[CH:12][C:8]([C:9]2[O:11][N:42]=[C:41]([C:43]3[CH:51]=[CH:50][CH:49]=[C:48]4[C:44]=3[CH2:45][CH2:46][CH:47]4[OH:52])[N:40]=2)=[CH:7][C:6]=1[C:14]([F:17])([F:16])[F:15])([CH3:2])[CH3:3], predict the reactants needed to synthesize it. The reactants are: [CH:1]([O:4][C:5]1[CH:13]=[CH:12][C:8]([C:9]([OH:11])=O)=[CH:7][C:6]=1[C:14]([F:17])([F:16])[F:15])([CH3:3])[CH3:2].C1C=CC2N(O)N=NC=2C=1.CCN=C=NCCCN(C)C.O[N:40]=[C:41]([C:43]1[C:44]2[CH2:45][CH2:46][CH:47]([OH:52])[C:48]=2[CH:49]=[CH:50][CH:51]=1)[NH2:42].[Na+].[Cl-]. (10) Given the product [CH2:6]([O:26][C@H:27]([CH2:43][CH3:44])[C:28]([OH:29])=[O:45])[CH2:7][CH2:8][CH2:9]/[CH:10]=[CH:11]\[CH2:12]/[CH:13]=[CH:14]\[CH2:15]/[CH:16]=[CH:17]\[CH2:18]/[CH:19]=[CH:20]\[CH2:21]/[CH:22]=[CH:23]\[CH2:24][CH3:25], predict the reactants needed to synthesize it. The reactants are: OO.O.[OH-].[Li+].[CH2:6]([O:26][C@H:27]([CH2:43][CH3:44])[C:28](N1[C@@H](C)[C@@H](C2C=CC=CC=2)OC1=O)=[O:29])[CH2:7][CH2:8][CH2:9]/[CH:10]=[CH:11]\[CH2:12]/[CH:13]=[CH:14]\[CH2:15]/[CH:16]=[CH:17]\[CH2:18]/[CH:19]=[CH:20]\[CH2:21]/[CH:22]=[CH:23]\[CH2:24][CH3:25].[O-:45]S([O-])=O.[Na+].[Na+].Cl.